From a dataset of Catalyst prediction with 721,799 reactions and 888 catalyst types from USPTO. Predict which catalyst facilitates the given reaction. (1) Reactant: [C:1]([O:5][C:6]([N:8]1[CH2:13][CH2:12][N:11]([C:14]2[C:22]([Cl:23])=[CH:21][C:17]([C:18](O)=[O:19])=[CH:16][N:15]=2)[CH2:10][CH2:9]1)=[O:7])([CH3:4])([CH3:3])[CH3:2].C1N=CN(C(N2C=NC=C2)=O)C=1.Cl.[CH3:37][NH:38][O:39][CH3:40]. Product: [Cl:23][C:22]1[C:14]([N:11]2[CH2:10][CH2:9][N:8]([C:6]([O:5][C:1]([CH3:3])([CH3:2])[CH3:4])=[O:7])[CH2:13][CH2:12]2)=[N:15][CH:16]=[C:17]([C:18]([N:38]([O:39][CH3:40])[CH3:37])=[O:19])[CH:21]=1. The catalyst class is: 2. (2) Reactant: [OH:1][C:2]1[CH:3]=[C:4]2[C:9](=[CH:10][CH:11]=1)[CH2:8][CH:7]([C:12]([OH:14])=O)[CH2:6][CH2:5]2.[C:15]([O:19][C:20](=[O:36])[CH2:21][NH:22][CH2:23][C:24]1[CH:25]=[C:26]([C:29]([O:31][C:32]([CH3:35])([CH3:34])[CH3:33])=[O:30])[S:27][CH:28]=1)([CH3:18])([CH3:17])[CH3:16].F[P-](F)(F)(F)(F)F.N1(OC(N(C)C)=[N+](C)C)C2N=CC=CC=2N=N1.C(N(CC)C(C)C)(C)C. Product: [C:15]([O:19][C:20](=[O:36])[CH2:21][N:22]([CH2:23][C:24]1[CH:25]=[C:26]([C:29]([O:31][C:32]([CH3:35])([CH3:34])[CH3:33])=[O:30])[S:27][CH:28]=1)[C:12]([CH:7]1[CH2:6][CH2:5][C:4]2[C:9](=[CH:10][CH:11]=[C:2]([OH:1])[CH:3]=2)[CH2:8]1)=[O:14])([CH3:17])([CH3:18])[CH3:16]. The catalyst class is: 35. (3) Reactant: BrC1C=C(C[N:11]([CH2:23][C:24]2[C:25]([NH:37][CH:38]3[CH2:43][CH2:42][O:41][CH2:40][CH2:39]3)=[C:26]3[CH:34]=[N:33][N:32]([CH2:35][CH3:36])[C:27]3=[N:28][C:29]=2[CH2:30][CH3:31])[C:12]([C:14]2[CH:19]=[CH:18][CH:17]=[C:16]([C:20]([NH2:22])=[O:21])[CH:15]=2)=[O:13])C=CC=1OC.[CH:44]([C:46]1[CH:47]=[C:48](B(O)O)[CH:49]=[CH:50][CH:51]=1)=[O:45].[C:55](=[O:58])([O-])[O-].[K+].[K+]. Product: [CH2:35]([N:32]1[C:27]2=[N:28][C:29]([CH2:30][CH3:31])=[C:24]([CH2:23][NH:11][C:12]([C:14]3[CH:19]=[CH:18][CH:17]=[C:16]([C:20]([NH:22][CH2:12][C:14]4[CH:15]=[C:16]([C:48]5[CH:49]=[CH:50][CH:51]=[C:46]([CH:44]=[O:45])[CH:47]=5)[C:17]([O:58][CH3:55])=[CH:18][CH:19]=4)=[O:21])[CH:15]=3)=[O:13])[C:25]([NH:37][CH:38]3[CH2:39][CH2:40][O:41][CH2:42][CH2:43]3)=[C:26]2[CH:34]=[N:33]1)[CH3:36]. The catalyst class is: 667. (4) The catalyst class is: 46. Product: [F:42][C:41]([F:44])([F:43])[S:38]([O:15][C:12]1[CH:13]=[CH:14][C:9]([C:4]2([C:16]3[CH:21]=[CH:20][C:19]([F:22])=[C:18]([Br:23])[CH:17]=3)[C:5](=[O:8])[N:6]([CH3:7])[C:2]([NH2:1])=[N:3]2)=[CH:10][CH:11]=1)(=[O:40])=[O:39]. Reactant: [NH2:1][C:2]1[N:6]([CH3:7])[C:5](=[O:8])[C:4]([C:16]2[CH:21]=[CH:20][C:19]([F:22])=[C:18]([Br:23])[CH:17]=2)([C:9]2[CH:14]=[CH:13][C:12]([OH:15])=[CH:11][CH:10]=2)[N:3]=1.C(N(CC)CC)C.C1C=CC(N([S:38]([C:41]([F:44])([F:43])[F:42])(=[O:40])=[O:39])[S:38]([C:41]([F:44])([F:43])[F:42])(=[O:40])=[O:39])=CC=1.C(=O)(O)[O-].[Na+]. (5) Reactant: CS[C:3]1[N:8]=[C:7]([OH:9])[C:6]([C:10]2[CH:15]=[CH:14][C:13]([Cl:16])=[CH:12][CH:11]=2)=[C:5]([C:17]2[CH:22]=[CH:21][C:20]([Cl:23])=[CH:19][C:18]=2[Cl:24])[N:4]=1.C1C=C(Cl)C=C(C(OO)=[O:33])C=1. Product: [OH:33][C:3]1[N:8]=[C:7]([OH:9])[C:6]([C:10]2[CH:15]=[CH:14][C:13]([Cl:16])=[CH:12][CH:11]=2)=[C:5]([C:17]2[CH:22]=[CH:21][C:20]([Cl:23])=[CH:19][C:18]=2[Cl:24])[N:4]=1. The catalyst class is: 2. (6) Product: [Cl:1][C:2]1[C:3]([O:10][CH3:11])=[CH:4][C:5]([O:8][CH3:9])=[C:6]([C:21]([C:20]2[CH:24]=[CH:25][C:17]([F:16])=[CH:18][CH:19]=2)=[O:22])[CH:7]=1. The catalyst class is: 2. Reactant: [Cl:1][C:2]1[CH:7]=[CH:6][C:5]([O:8][CH3:9])=[CH:4][C:3]=1[O:10][CH3:11].[Al+3].[Cl-].[Cl-].[Cl-].[F:16][C:17]1[CH:25]=[CH:24][C:20]([C:21](Cl)=[O:22])=[CH:19][CH:18]=1.